Dataset: Forward reaction prediction with 1.9M reactions from USPTO patents (1976-2016). Task: Predict the product of the given reaction. (1) Given the reactants [Cl:1][C:2]1[CH:3]=[CH:4][C:5]2[NH:11][C:10]3[CH:12]=[CH:13][CH:14]=[CH:15][C:9]=3[C:8]([N:16]3[CH2:21][CH2:20][NH:19][CH2:18][CH2:17]3)=[N:7][C:6]=2[CH:22]=1.Cl[C:24]([O:26][CH2:27][CH2:28][CH2:29][CH2:30][CH2:31][CH2:32][CH2:33][CH3:34])=[O:25], predict the reaction product. The product is: [CH2:27]([O:26][C:24]([N:19]1[CH2:20][CH2:21][N:16]([C:8]2[C:9]3[CH:15]=[CH:14][CH:13]=[CH:12][C:10]=3[NH:11][C:5]3[CH:4]=[CH:3][C:2]([Cl:1])=[CH:22][C:6]=3[N:7]=2)[CH2:17][CH2:18]1)=[O:25])[CH2:28][CH2:29][CH2:30][CH2:31][CH2:32][CH2:33][CH3:34]. (2) Given the reactants [CH3:1][CH2:2][CH2:3][S:4]([NH:7][C:8]1[CH:9]=[CH:10][C:11]([F:33])=[C:12]([C:15]([C:17]2[C:21]3[CH:22]=[C:23]([C:26]4[CH:27]=[CH:28][C:29]([Cl:32])=[CH:30][CH:31]=4)[CH:24]=[N:25][C:20]=3[NH:19][CH:18]=2)=[O:16])[C:13]=1[F:14])(=[O:6])=[O:5].CC(C)=O.[OH:38][CH2:39][CH2:40][N+:41]([CH3:44])([CH3:43])[CH3:42], predict the reaction product. The product is: [CH3:1][CH2:2][CH2:3][S:4]([NH:7][C:8]1[CH:9]=[CH:10][C:11]([F:33])=[C:12]([C:15]([C:17]2[C:21]3[CH:22]=[C:23]([C:26]4[CH:27]=[CH:28][C:29]([Cl:32])=[CH:30][CH:31]=4)[CH:24]=[N:25][C:20]=3[NH:19][CH:18]=2)=[O:16])[C:13]=1[F:14])(=[O:6])=[O:5].[OH:38][CH2:39][CH2:40][N+:41]([CH3:44])([CH3:43])[CH3:42]. (3) Given the reactants [Cl:1][C:2]1[CH:3]=[C:4]2[C:9](=[CH:10][C:11]=1[OH:12])[O:8][CH:7]=[C:6]([C:13]1[CH:24]=[CH:23][CH:22]=[CH:21][C:14]=1[O:15][CH2:16][CH2:17][CH2:18][C:19]#[N:20])[C:5]2=O.O.[NH2:27][NH2:28], predict the reaction product. The product is: [Cl:1][C:2]1[C:11]([OH:12])=[CH:10][C:9]([OH:8])=[C:4]([C:5]2[C:6]([C:13]3[CH:24]=[CH:23][CH:22]=[CH:21][C:14]=3[O:15][CH2:16][CH2:17][CH2:18][C:19]#[N:20])=[CH:7][NH:28][N:27]=2)[CH:3]=1. (4) Given the reactants C([O:3][C:4](=[O:36])[C:5]([CH3:35])([C:29]1[CH:34]=[CH:33][CH:32]=[CH:31][CH:30]=1)[CH2:6][CH2:7][CH2:8][CH2:9][C:10](=[O:28])[CH2:11][CH2:12][CH2:13][CH2:14][C:15]([CH3:27])([C:21]1[CH:26]=[CH:25][CH:24]=[CH:23][CH:22]=1)[C:16]([O:18]CC)=[O:17])C.[OH-].[K+], predict the reaction product. The product is: [CH3:27][C:15]([C:21]1[CH:22]=[CH:23][CH:24]=[CH:25][CH:26]=1)([CH2:14][CH2:13][CH2:12][CH2:11][C:10](=[O:28])[CH2:9][CH2:8][CH2:7][CH2:6][C:5]([CH3:35])([C:29]1[CH:30]=[CH:31][CH:32]=[CH:33][CH:34]=1)[C:4]([OH:36])=[O:3])[C:16]([OH:18])=[O:17]. (5) The product is: [Br:20][C:5]1[C:6]([NH:9][C@@H:10]2[C@@H:15]3[CH2:16][C@@H:12]([CH:13]=[CH:14]3)[C@@H:11]2[C:17]([NH2:19])=[O:18])=[C:7]2[N:8]=[C:28]([C:25]3[C:24]([CH3:30])=[N:23][N:22]([CH3:21])[C:26]=3[CH3:27])[NH:1][C:2]2=[N:3][CH:4]=1. Given the reactants [NH2:1][C:2]1[C:7]([NH2:8])=[C:6]([NH:9][C@@H:10]2[C@@H:15]3[CH2:16][C@@H:12]([CH:13]=[CH:14]3)[C@@H:11]2[C:17]([NH2:19])=[O:18])[C:5]([Br:20])=[CH:4][N:3]=1.[CH3:21][N:22]1[C:26]([CH3:27])=[C:25]([CH:28]=O)[C:24]([CH3:30])=[N:23]1.C([O-])(=O)C.[NH4+], predict the reaction product. (6) The product is: [CH3:1][O:2][C:3]1[N:4]=[C:5]2[C:10](=[CH:11][CH:12]=1)[N:9]=[CH:8][CH:7]=[C:6]2[C:13]1[N:14]=[N:15][N:16]([CH2:18][CH2:19][CH2:20][NH:21][S:54]([C:51]2[CH:52]=[CH:53][C:47]3[S:46][CH2:45][C:44](=[O:43])[NH:49][C:48]=3[CH:50]=2)(=[O:56])=[O:55])[CH:17]=1. Given the reactants [CH3:1][O:2][C:3]1[N:4]=[C:5]2[C:10](=[CH:11][CH:12]=1)[N:9]=[CH:8][CH:7]=[C:6]2[C:13]1[N:14]=[N:15][N:16]([CH2:18][CH2:19][CH2:20][N:21]2C(=O)C3C(=CC=CC=3)C2=O)[CH:17]=1.O.NN.Cl.C(N(CC)CC)C.[O:43]=[C:44]1[NH:49][C:48]2[CH:50]=[C:51]([S:54](Cl)(=[O:56])=[O:55])[CH:52]=[CH:53][C:47]=2[S:46][CH2:45]1, predict the reaction product.